Dataset: Forward reaction prediction with 1.9M reactions from USPTO patents (1976-2016). Task: Predict the product of the given reaction. (1) Given the reactants [C:1]([O:5][C:6]([N:8]([C@@H:19]1[CH2:28][C:27]2[CH:26]=[C:25]([O:29][C:30]3[CH:31]=[CH:32][C:33]([Cl:40])=[C:34]([CH:39]=3)[C:35]([O:37]C)=[O:36])[CH:24]=[CH:23][C:22]=2[CH2:21][CH2:20]1)[CH2:9][C@@H:10]([C:12]1[CH:17]=[CH:16][CH:15]=[C:14]([Cl:18])[CH:13]=1)[OH:11])=[O:7])([CH3:4])([CH3:3])[CH3:2].[OH-].[Na+].Cl, predict the reaction product. The product is: [C:1]([O:5][C:6]([N:8]([C@@H:19]1[CH2:28][C:27]2[CH:26]=[C:25]([O:29][C:30]3[CH:31]=[CH:32][C:33]([Cl:40])=[C:34]([CH:39]=3)[C:35]([OH:37])=[O:36])[CH:24]=[CH:23][C:22]=2[CH2:21][CH2:20]1)[CH2:9][C@@H:10]([C:12]1[CH:17]=[CH:16][CH:15]=[C:14]([Cl:18])[CH:13]=1)[OH:11])=[O:7])([CH3:4])([CH3:2])[CH3:3]. (2) Given the reactants ClC(Cl)(Cl)[C:3]([C:5]1[N:14]2[C:8]([CH2:9][N:10]([C:19]([C:21]3[CH:26]=[CH:25][C:24]([C:27]4[CH:32]=[CH:31][CH:30]=[CH:29][C:28]=4[CH3:33])=[C:23]([CH3:34])[CH:22]=3)=[O:20])[C:11]3[CH:18]=[CH:17][CH:16]=[CH:15][C:12]=3[CH2:13]2)=[CH:7][CH:6]=1)=[O:4].CS(C)=O.[CH3:41][O:42][C:43]1[CH:48]=[CH:47][C:46]([C:49]2[O:53][N:52]=[C:51]([CH2:54][NH2:55])[N:50]=2)=[CH:45][CH:44]=1, predict the reaction product. The product is: [CH3:34][C:23]1[CH:22]=[C:21]([C:19]([N:10]2[C:11]3[CH:18]=[CH:17][CH:16]=[CH:15][C:12]=3[CH2:13][N:14]3[C:5]([C:3]([NH:55][CH2:54][C:51]4[N:50]=[C:49]([C:46]5[CH:45]=[CH:44][C:43]([O:42][CH3:41])=[CH:48][CH:47]=5)[O:53][N:52]=4)=[O:4])=[CH:6][CH:7]=[C:8]3[CH2:9]2)=[O:20])[CH:26]=[CH:25][C:24]=1[C:27]1[CH:32]=[CH:31][CH:30]=[CH:29][C:28]=1[CH3:33]. (3) Given the reactants [O:1]=[C:2]1[C:11]2[C:10]([C:12]([OH:14])=[O:13])=[CH:9][CH:8]=[CH:7][C:6]=2[CH2:5][CH2:4][CH2:3]1.OS(O)(=O)=O.[C:20](=O)([O-])O.[Na+], predict the reaction product. The product is: [O:1]=[C:2]1[C:11]2[C:10]([C:12]([O:14][CH3:20])=[O:13])=[CH:9][CH:8]=[CH:7][C:6]=2[CH2:5][CH2:4][CH2:3]1. (4) Given the reactants C(OC(O[CH2:12][C@H:13]([NH:18][C:19]([O:21][C:22]([CH3:25])([CH3:24])[CH3:23])=[O:20])[C:14]([O:16][CH3:17])=[O:15])=O)C1C=CC=CC=1.C([O-])([O-])=O.[K+].[K+], predict the reaction product. The product is: [C:22]([O:21][C:19]([NH:18][C:13](=[CH2:12])[C:14]([O:16][CH3:17])=[O:15])=[O:20])([CH3:25])([CH3:24])[CH3:23]. (5) Given the reactants NN.[Cl:3][C:4]1[C:5]([OH:31])=[C:6]([CH:27]=[C:28]([Cl:30])[CH:29]=1)[CH2:7][N:8]1[CH2:13][CH2:12][C:11]([CH2:15][N:16]2C(=O)C3C(=CC=CC=3)C2=O)([F:14])[CH2:10][CH2:9]1, predict the reaction product. The product is: [NH2:16][CH2:15][C:11]1([F:14])[CH2:12][CH2:13][N:8]([CH2:7][C:6]2[CH:27]=[C:28]([Cl:30])[CH:29]=[C:4]([Cl:3])[C:5]=2[OH:31])[CH2:9][CH2:10]1. (6) Given the reactants [OH:1][C@@H:2]([CH2:17][N:18]1[CH2:23][CH2:22][O:21][CH2:20][CH2:19]1)[CH2:3][N:4]1[CH2:9][CH2:8][C:7]2[NH:10][C:11]([CH:14]=O)=[C:12]([CH3:13])[C:6]=2[C:5]1=[O:16].[CH3:24][O:25][C:26]1[CH:31]=[CH:30][C:29]([C:32]2[CH:33]=[C:34]3[C:38](=[CH:39][CH:40]=2)[NH:37][C:36](=[O:41])[CH2:35]3)=[CH:28][CH:27]=1, predict the reaction product. The product is: [OH:1][C@@H:2]([CH2:17][N:18]1[CH2:23][CH2:22][O:21][CH2:20][CH2:19]1)[CH2:3][N:4]1[CH2:9][CH2:8][C:7]2[NH:10][C:11](/[CH:14]=[C:35]3\[C:36](=[O:41])[NH:37][C:38]4[C:34]\3=[CH:33][C:32]([C:29]3[CH:30]=[CH:31][C:26]([O:25][CH3:24])=[CH:27][CH:28]=3)=[CH:40][CH:39]=4)=[C:12]([CH3:13])[C:6]=2[C:5]1=[O:16].